The task is: Predict which catalyst facilitates the given reaction.. This data is from Catalyst prediction with 721,799 reactions and 888 catalyst types from USPTO. (1) Reactant: [H-].[Na+].[NH:3]1[CH:7]=[N:6][CH:5]=[N:4]1.Cl[C:9]1[CH:10]=[CH:11][C:12]([N+:28]([O-:30])=[O:29])=[C:13]([NH:15][C@@H:16]2[CH2:21][CH2:20][C@H:19]([C:22]([NH:24][CH:25]([CH3:27])[CH3:26])=[O:23])[CH2:18][CH2:17]2)[CH:14]=1. The catalyst class is: 37. Product: [CH:25]([NH:24][C:22]([C@H:19]1[CH2:18][CH2:17][C@@H:16]([NH:15][C:13]2[CH:14]=[C:9]([N:3]3[CH:7]=[N:6][CH:5]=[N:4]3)[CH:10]=[CH:11][C:12]=2[N+:28]([O-:30])=[O:29])[CH2:21][CH2:20]1)=[O:23])([CH3:27])[CH3:26]. (2) Reactant: [Br:1][C:2]1[CH:8]=[CH:7][C:5]([NH2:6])=[C:4]([F:9])[CH:3]=1.Cl[C:11]1[O:12][C:13]2[CH:19]=[CH:18][CH:17]=[CH:16][C:14]=2[N:15]=1. Product: [Br:1][C:2]1[CH:8]=[CH:7][C:5]([NH:6][C:11]2[O:12][C:13]3[CH:19]=[CH:18][CH:17]=[CH:16][C:14]=3[N:15]=2)=[C:4]([F:9])[CH:3]=1. The catalyst class is: 11. (3) Reactant: [C:1]12([CH2:11][NH:12][CH2:13][CH:14]([C:16]3[CH:21]=[CH:20][C:19]([OH:22])=[CH:18][CH:17]=3)[OH:15])[CH2:10][CH:5]3[CH2:6][CH:7]([CH2:9][CH:3]([CH2:4]3)[CH2:2]1)[CH2:8]2. Product: [C:1]12([CH2:11][NH:12][CH2:13][CH:14]([CH:16]3[CH2:21][CH2:20][CH:19]([OH:22])[CH2:18][CH2:17]3)[OH:15])[CH2:2][CH:3]3[CH2:4][CH:5]([CH2:6][CH:7]([CH2:9]3)[CH2:8]1)[CH2:10]2. The catalyst class is: 458. (4) Reactant: [CH2:1]([O:8][C:9]1[CH:24]=[CH:23][C:22]([C:25](=[O:28])[CH2:26][OH:27])=[CH:21][C:10]=1[C:11]([O:13][CH2:14][C:15]1[CH:20]=[CH:19][CH:18]=[CH:17][CH:16]=1)=[O:12])[C:2]1[CH:7]=[CH:6][CH:5]=[CH:4][CH:3]=1.F[B-](F)(F)F.[C:34]([C:38]1[CH:52]=[CH:51][C:41]([O:42][C:43](N2C=C[N+](C)=C2)=[O:44])=[CH:40][CH:39]=1)([CH3:37])([CH3:36])[CH3:35]. Product: [CH2:1]([O:8][C:9]1[CH:24]=[CH:23][C:22]([C:25](=[O:28])[CH2:26][O:27][C:43]([O:42][C:41]2[CH:51]=[CH:52][C:38]([C:34]([CH3:37])([CH3:36])[CH3:35])=[CH:39][CH:40]=2)=[O:44])=[CH:21][C:10]=1[C:11]([O:13][CH2:14][C:15]1[CH:20]=[CH:19][CH:18]=[CH:17][CH:16]=1)=[O:12])[C:2]1[CH:3]=[CH:4][CH:5]=[CH:6][CH:7]=1. The catalyst class is: 1.